Dataset: Reaction yield outcomes from USPTO patents with 853,638 reactions. Task: Predict the reaction yield, written as a fraction of the theoretical maximum amount of product (1.0 means a 100% yield; for example, 0.34 means a 34% yield). (1) The reactants are [OH:1]O.[N:3]1[C:11]2[C:6](=[N:7][CH:8]=[CH:9][CH:10]=2)[NH:5][CH:4]=1. The product is [N+:3]1([O-:1])[C:11]2[CH:10]=[CH:9][CH:8]=[N:7][C:6]=2[NH:5][CH:4]=1. The catalyst is CC(O)=O. The yield is 0.824. (2) The reactants are [NH2:1][C@H:2]1[CH2:8][O:7][CH2:6][CH2:5][N:4]([CH2:9][C:10]2[CH:15]=[CH:14][C:13]([O:16][CH3:17])=[CH:12][CH:11]=2)[C:3]1=O.CC(C[AlH]CC(C)C)C.O.[OH-].[Na+]. The catalyst is O1CCCC1.C1(C)C=CC=CC=1. The product is [CH3:17][O:16][C:13]1[CH:12]=[CH:11][C:10]([CH2:9][N:4]2[CH2:3][C@@H:2]([NH2:1])[CH2:8][O:7][CH2:6][CH2:5]2)=[CH:15][CH:14]=1. The yield is 0.400. (3) The reactants are [CH2:1]([NH:8][C:9]([C:11]1[S:15][C:14]([C:16]2[CH:21]=[N:20][CH:19]=[C:18](/[CH:22]=[CH:23]/[C:24]3[CH:29]=[CH:28][C:27]([F:30])=[CH:26][CH:25]=3)[N:17]=2)=[N:13][C:12]=1[CH3:31])=[O:10])[C:2]1[CH:7]=[CH:6][CH:5]=[CH:4][CH:3]=1. The catalyst is C(OCC)(=O)C.C(O)C.[OH-].[OH-].[Pd+2]. The product is [CH2:1]([NH:8][C:9]([C:11]1[S:15][C:14]([C:16]2[CH:21]=[N:20][CH:19]=[C:18]([CH2:22][CH2:23][C:24]3[CH:29]=[CH:28][C:27]([F:30])=[CH:26][CH:25]=3)[N:17]=2)=[N:13][C:12]=1[CH3:31])=[O:10])[C:2]1[CH:7]=[CH:6][CH:5]=[CH:4][CH:3]=1. The yield is 0.600. (4) The reactants are C(NC(C)C)(C)C.C([Li])CCC.[C:13]([O:16][CH2:17][CH3:18])(=[O:15])[CH3:14].[Cl:19][C:20]1[CH:21]=[C:22]([CH:25]=[CH:26][CH:27]=1)[CH:23]=[O:24]. The catalyst is C1COCC1. The product is [Cl:19][C:20]1[CH:21]=[C:22]([CH:23]([OH:24])[CH2:14][C:13]([O:16][CH2:17][CH3:18])=[O:15])[CH:25]=[CH:26][CH:27]=1. The yield is 0.990. (5) The reactants are [CH3:1][O:2][CH2:3][C@H:4]([N:11]([CH2:34][C:35]1[CH:40]=[CH:39][C:38]([C:41]([O:43][CH3:44])=[O:42])=[CH:37][CH:36]=1)[C:12]([C@@H:14]1[CH2:23][C:22]2[C:17](=[CH:18][CH:19]=[CH:20][CH:21]=2)[CH2:16][N:15]1C(OCC1C=CC=CC=1)=O)=[O:13])[C:5]1[CH:10]=[CH:9][CH:8]=[CH:7][CH:6]=1. The catalyst is CO.[OH-].[OH-].[Pd+2]. The product is [CH3:1][O:2][CH2:3][C@H:4]([N:11]([CH2:34][C:35]1[CH:40]=[CH:39][C:38]([C:41]([O:43][CH3:44])=[O:42])=[CH:37][CH:36]=1)[C:12]([C@@H:14]1[CH2:23][C:22]2[C:17](=[CH:18][CH:19]=[CH:20][CH:21]=2)[CH2:16][NH:15]1)=[O:13])[C:5]1[CH:6]=[CH:7][CH:8]=[CH:9][CH:10]=1. The yield is 1.00. (6) The reactants are [OH:1][CH:2]1[CH2:5][NH:4][CH2:3]1.[CH:6]1([C:9]2[N:14]=[C:13]([C:15]([NH:17][C:18]3[CH:26]=[N:25][CH:24]=[CH:23][C:19]=3[C:20](O)=[O:21])=[O:16])[C:12]([NH:27][C:28]3[CH:29]=[N:30][CH:31]=[N:32][CH:33]=3)=[CH:11][CH:10]=2)[CH2:8][CH2:7]1. No catalyst specified. The product is [OH:1][CH:2]1[CH2:5][N:4]([C:20]([C:19]2[CH:23]=[CH:24][N:25]=[CH:26][C:18]=2[NH:17][C:15]([C:13]2[C:12]([NH:27][C:28]3[CH:29]=[N:30][CH:31]=[N:32][CH:33]=3)=[CH:11][CH:10]=[C:9]([CH:6]3[CH2:8][CH2:7]3)[N:14]=2)=[O:16])=[O:21])[CH2:3]1. The yield is 0.0800.